Dataset: Forward reaction prediction with 1.9M reactions from USPTO patents (1976-2016). Task: Predict the product of the given reaction. Given the reactants ClC(N(C)C)=C(C)C.[N:9]1([C:13]([C:15]2[CH:42]=[CH:41][C:18]([O:19][C:20]3[CH:21]=[C:22]([CH:26]=[C:27]([O:29][C@@H:30]([CH3:40])[CH2:31][O:32][Si:33]([C:36]([CH3:39])([CH3:38])[CH3:37])([CH3:35])[CH3:34])[CH:28]=3)[C:23]([OH:25])=O)=[C:17]([F:43])[CH:16]=2)=[O:14])[CH2:12][CH2:11][CH2:10]1.[NH2:44][C:45]1[CH:50]=[N:49][C:48]([CH3:51])=[CH:47][N:46]=1.N1C=CC=CC=1, predict the reaction product. The product is: [N:9]1([C:13]([C:15]2[CH:42]=[CH:41][C:18]([O:19][C:20]3[CH:21]=[C:22]([CH:26]=[C:27]([O:29][C@@H:30]([CH3:40])[CH2:31][O:32][Si:33]([C:36]([CH3:38])([CH3:39])[CH3:37])([CH3:35])[CH3:34])[CH:28]=3)[C:23]([NH:44][C:45]3[CH:50]=[N:49][C:48]([CH3:51])=[CH:47][N:46]=3)=[O:25])=[C:17]([F:43])[CH:16]=2)=[O:14])[CH2:12][CH2:11][CH2:10]1.